From a dataset of Reaction yield outcomes from USPTO patents with 853,638 reactions. Predict the reaction yield, written as a fraction of the theoretical maximum amount of product (1.0 means a 100% yield; for example, 0.34 means a 34% yield). The reactants are [Br:1][C:2]1[CH:7]=[CH:6][C:5]([N+:8]([O-:10])=[O:9])=[C:4](F)[CH:3]=1.C(N(C(C)C)CC)(C)C.[CH2:21]([NH2:28])[C:22]1[CH:27]=[CH:26][CH:25]=[CH:24][CH:23]=1.O. The catalyst is CN1C(=O)CCC1. The product is [CH2:21]([NH:28][C:4]1[CH:3]=[C:2]([Br:1])[CH:7]=[CH:6][C:5]=1[N+:8]([O-:10])=[O:9])[C:22]1[CH:27]=[CH:26][CH:25]=[CH:24][CH:23]=1. The yield is 0.950.